Dataset: Reaction yield outcomes from USPTO patents with 853,638 reactions. Task: Predict the reaction yield, written as a fraction of the theoretical maximum amount of product (1.0 means a 100% yield; for example, 0.34 means a 34% yield). (1) The reactants are [CH2:1]([N:3]([CH2:20][CH3:21])[CH2:4][CH2:5][NH:6][C:7]([C:9]1[CH:18]=[CH:17][C:16]2[C:11](=[CH:12][CH:13]=[C:14]([I:19])[CH:15]=2)[CH:10]=1)=[O:8])[CH3:2].[ClH:22]. The catalyst is ClCCl.CCOCC. The product is [ClH:22].[CH2:20]([N:3]([CH2:1][CH3:2])[CH2:4][CH2:5][NH:6][C:7]([C:9]1[CH:18]=[CH:17][C:16]2[C:11](=[CH:12][CH:13]=[C:14]([I:19])[CH:15]=2)[CH:10]=1)=[O:8])[CH3:21]. The yield is 0.940. (2) The reactants are [CH2:1]([O:3][C:4](=[O:18])[C:5]1[CH:10]=[C:9]([N+:11]([O-:13])=[O:12])[CH:8]=[C:7]([N+:14]([O-:16])=[O:15])[C:6]=1[CH3:17])[CH3:2].CO[CH:21]([N:24]([CH3:26])[CH3:25])OC. The catalyst is CN(C=O)C. The product is [CH2:1]([O:3][C:4](=[O:18])[C:5]1[CH:10]=[C:9]([N+:11]([O-:13])=[O:12])[CH:8]=[C:7]([N+:14]([O-:16])=[O:15])[C:6]=1[CH:17]=[CH:21][N:24]([CH3:26])[CH3:25])[CH3:2]. The yield is 0.480. (3) The reactants are C([N-]C(C)C)(C)C.[Li+].[CH3:9][O:10][C:11]([CH:13]1[CH2:18][CH2:17][O:16][CH2:15][CH2:14]1)=[O:12].[I:19][CH2:20]I.O. The catalyst is O1CCCC1. The product is [CH3:9][O:10][C:11]([C:13]1([CH2:20][I:19])[CH2:18][CH2:17][O:16][CH2:15][CH2:14]1)=[O:12]. The yield is 0.530. (4) The reactants are F[C:2]1[CH:7]=[C:6]([C:8]2[C:9]([C:20]3[O:21][CH:22]=[CH:23][CH:24]=3)=[N:10][C:11]([NH2:19])=[N:12][C:13]=2[C:14]2[O:15][CH:16]=[CH:17][CH:18]=2)[CH:5]=[CH:4][N:3]=1.[CH3:25][NH:26][CH3:27]. The catalyst is COCCOC. The product is [CH3:25][N:26]([CH3:27])[C:2]1[CH:7]=[C:6]([C:8]2[C:9]([C:20]3[O:21][CH:22]=[CH:23][CH:24]=3)=[N:10][C:11]([NH2:19])=[N:12][C:13]=2[C:14]2[O:15][CH:16]=[CH:17][CH:18]=2)[CH:5]=[CH:4][N:3]=1. The yield is 0.430. (5) The yield is 0.800. The catalyst is C1COCC1.ClCCl.C(OCC)(=O)C.CCCCCC. The reactants are O[CH:2]1[CH2:8][CH2:7][N:6]([C:9]([O:11][CH2:12][C:13]2[CH:18]=[CH:17][CH:16]=[CH:15][CH:14]=2)=[O:10])[CH2:5][CH2:4][CH:3]1[C:19]([O:21][CH2:22][CH3:23])=[O:20].C(N(CC)CC)C.CS(Cl)(=O)=O.C1CCN2C(=NCCC2)CC1. The product is [N:6]1([C:9]([O:11][CH2:12][C:13]2[CH:14]=[CH:15][CH:16]=[CH:17][CH:18]=2)=[O:10])[CH2:7][CH2:8][CH:2]=[C:3]([C:19]([O:21][CH2:22][CH3:23])=[O:20])[CH2:4][CH2:5]1. (6) The reactants are [C:1]1([S:7]([O-:9])=[O:8])[CH:6]=[CH:5][CH:4]=[CH:3][CH:2]=1.[Na+].F[C:12]1[CH:19]=[CH:18][C:15]([CH:16]=[O:17])=[CH:14][CH:13]=1.O. The catalyst is CS(C)=O. The product is [C:1]1([S:7]([C:12]2[CH:19]=[CH:18][C:15]([CH:16]=[O:17])=[CH:14][CH:13]=2)(=[O:9])=[O:8])[CH:6]=[CH:5][CH:4]=[CH:3][CH:2]=1. The yield is 0.800.